Predict the reactants needed to synthesize the given product. From a dataset of Full USPTO retrosynthesis dataset with 1.9M reactions from patents (1976-2016). (1) Given the product [CH2:28]([NH:31][C:32]([C@@H:34]1[C:38]([CH3:40])([CH3:39])[S:37][CH2:36][N:35]1[C:13](=[O:14])[C@@H:12]([OH:16])[C@@H:11]([NH:10][C:8]([C:7]1[C:6]([CH3:27])=[C:5]([O:4][C:1](=[O:3])[CH3:2])[CH:26]=[CH:25][CH:24]=1)=[O:9])[CH2:17][C:18]1[CH:23]=[CH:22][CH:21]=[CH:20][CH:19]=1)=[O:33])[CH:29]=[CH2:30], predict the reactants needed to synthesize it. The reactants are: [C:1]([O:4][C:5]1[C:6]([CH3:27])=[C:7]([CH:24]=[CH:25][CH:26]=1)[C:8]([NH:10][C@@H:11]([CH2:17][C:18]1[CH:23]=[CH:22][CH:21]=[CH:20][CH:19]=1)[C@H:12]([OH:16])[C:13](O)=[O:14])=[O:9])(=[O:3])[CH3:2].[CH2:28]([NH:31][C:32]([C@@H:34]1[C:38]([CH3:40])([CH3:39])[S:37][CH2:36][NH:35]1)=[O:33])[CH:29]=[CH2:30].O.C(N=C=NC(C)C)(C)C. (2) The reactants are: [Br:1][C:2]1[CH:3]=[C:4]2[C:10](=[CH:11][CH:12]=1)[C:8](=O)[O:7][C:6]([C:13]([OH:15])=[O:14])=[C:5]2[C:16]1[CH:21]=[CH:20][CH:19]=[CH:18][CH:17]=1.[NH3:22].CO. Given the product [Br:1][C:2]1[CH:3]=[C:4]2[C:10](=[CH:11][CH:12]=1)[C:8](=[O:7])[NH:22][C:6]([C:13]([OH:15])=[O:14])=[C:5]2[C:16]1[CH:21]=[CH:20][CH:19]=[CH:18][CH:17]=1, predict the reactants needed to synthesize it. (3) Given the product [Cl:8][C:6]1[CH:5]=[CH:4][N:3]=[C:2]([NH:12][CH2:10][CH3:11])[N:7]=1, predict the reactants needed to synthesize it. The reactants are: Cl[C:2]1[N:7]=[C:6]([Cl:8])[CH:5]=[CH:4][N:3]=1.Cl.[CH2:10]([NH2:12])[CH3:11].C(N(CC)CC)C.C(O)CCC.